From a dataset of Full USPTO retrosynthesis dataset with 1.9M reactions from patents (1976-2016). Predict the reactants needed to synthesize the given product. (1) Given the product [Br:33][C:14]1[C:15](=[O:19])[N:16]([CH3:18])[CH:17]=[C:12]([C:10](=[O:11])[CH2:9][C@H:8]([C:5]2[CH:4]=[CH:3][C:2]([Br:1])=[CH:7][CH:6]=2)[C:20]2[CH:25]=[CH:24][CH:23]=[CH:22][C:21]=2[CH3:26])[CH:13]=1, predict the reactants needed to synthesize it. The reactants are: [Br:1][C:2]1[CH:7]=[CH:6][C:5]([C@H:8]([C:20]2[CH:25]=[CH:24][CH:23]=[CH:22][C:21]=2[CH3:26])[CH2:9][C:10]([C:12]2[CH:13]=[CH:14][C:15](=[O:19])[N:16]([CH3:18])[CH:17]=2)=[O:11])=[CH:4][CH:3]=1.N1C=CC=CC=1.[Br:33]Br.C(OCC)(=O)C. (2) Given the product [C:1]([NH:4][C:5]1[CH:10]=[CH:9][C:8]([C:11]2[C:20]3[C:15](=[CH:16][CH:17]=[C:18]([S:21][CH3:22])[CH:19]=3)[CH:14]([CH3:23])[NH:13][N:12]=2)=[CH:7][CH:6]=1)(=[O:3])[CH3:2], predict the reactants needed to synthesize it. The reactants are: [C:1]([NH:4][C:5]1[CH:10]=[CH:9][C:8]([C:11]2[C:20]3[C:15](=[CH:16][CH:17]=[C:18]([S:21][CH3:22])[CH:19]=3)[CH:14]=[N:13][N:12]=2)=[CH:7][CH:6]=1)(=[O:3])[CH3:2].[CH3:23][Li]. (3) Given the product [C:19]([C:21]1[C:22]([F:30])=[C:23]([CH2:2][C:3]2[N:4]=[C:5]3[S:12][C:11]([CH3:13])=[C:10]([C:14]([O:16][CH2:17][CH3:18])=[O:15])[N:6]3[C:7](=[O:9])[CH:8]=2)[CH:24]=[CH:25][CH:26]=1)#[N:20], predict the reactants needed to synthesize it. The reactants are: Cl[CH2:2][C:3]1[N:4]=[C:5]2[S:12][C:11]([CH3:13])=[C:10]([C:14]([O:16][CH2:17][CH3:18])=[O:15])[N:6]2[C:7](=[O:9])[CH:8]=1.[C:19]([C:21]1[C:22]([F:30])=[C:23](B(O)O)[CH:24]=[CH:25][CH:26]=1)#[N:20].C(=O)([O-])[O-].[Na+].[Na+]. (4) Given the product [Br:1][C:2]1[CH:3]=[N:4][N:5]([CH2:11][O:12][CH2:13][CH2:14][Si:15]([CH3:18])([CH3:17])[CH3:16])[C:6]=1[CH2:7][OH:8], predict the reactants needed to synthesize it. The reactants are: [Br:1][C:2]1[CH:3]=[N:4][N:5]([CH2:11][O:12][CH2:13][CH2:14][Si:15]([CH3:18])([CH3:17])[CH3:16])[C:6]=1[C:7](OC)=[O:8].[H-].[H-].[H-].[H-].[Li+].[Al+3]. (5) Given the product [Cl:31][C:26]1[CH:27]=[CH:28][CH:29]=[CH:30][C:25]=1[C:9]1[C:10]2[CH:16]=[CH:15][C:14](=[O:17])[N:13]([C:18]3[CH:23]=[CH:22][CH:21]=[CH:20][C:19]=3[Cl:24])[C:11]=2[N:12]=[C:7]([NH:6][CH2:5][C:4]([OH:32])=[O:3])[N:8]=1, predict the reactants needed to synthesize it. The reactants are: C([O:3][C:4](=[O:32])[CH2:5][NH:6][C:7]1[N:8]=[C:9]([C:25]2[CH:30]=[CH:29][CH:28]=[CH:27][C:26]=2[Cl:31])[C:10]2[CH:16]=[CH:15][C:14](=[O:17])[N:13]([C:18]3[CH:23]=[CH:22][CH:21]=[CH:20][C:19]=3[Cl:24])[C:11]=2[N:12]=1)C.[Li+].[OH-].Cl. (6) Given the product [OH2:11].[CH2:34]([NH2:37])[CH2:35][NH2:36].[Cl:1][C:2]1[C:10]2[CH:9]=[C:8]([O:11][CH2:12][C:13]3[CH:18]=[CH:17][C:16]([O:19][CH:20]([CH3:22])[CH3:21])=[C:15]([C:23]([F:24])([F:25])[F:26])[CH:14]=3)[CH:7]=[CH:6][C:5]=2[N:4]2[CH2:27][CH2:28][C@H:29]([CH2:30][C:31]([OH:33])=[O:32])[C:3]=12, predict the reactants needed to synthesize it. The reactants are: [Cl:1][C:2]1[C:10]2[CH:9]=[C:8]([O:11][CH2:12][C:13]3[CH:18]=[CH:17][C:16]([O:19][CH:20]([CH3:22])[CH3:21])=[C:15]([C:23]([F:26])([F:25])[F:24])[CH:14]=3)[CH:7]=[CH:6][C:5]=2[N:4]2[CH2:27][CH2:28][C@H:29]([CH2:30][C:31]([OH:33])=[O:32])[C:3]=12.[CH2:34]([NH2:37])[CH2:35][NH2:36].C(#N)C. (7) Given the product [OH:1][C:2]1[CH:9]=[CH:8][C:5]([CH:6]=[CH2:12])=[CH:4][C:3]=1[O:10][CH3:11], predict the reactants needed to synthesize it. The reactants are: [OH:1][C:2]1[CH:9]=[CH:8][C:5]([CH:6]=O)=[CH:4][C:3]=1[O:10][CH3:11].[C:12](O)(=O)CC(O)=O.N1CCCCC1.O. (8) Given the product [CH2:39]([N:22]([CH2:23][C:24]1[CH:25]=[CH:26][C:27]2[S:32][CH2:31][C:30](=[O:33])[NH:29][C:28]=2[CH:34]=1)[CH:18]1[CH2:17][CH2:16][C:15]2[C:20](=[CH:21][N:13]([C:6]3[C:5]4[C:10](=[CH:11][CH:12]=[C:3]([O:2][CH3:1])[N:4]=4)[N:9]=[CH:8][CH:7]=3)[N:14]=2)[CH2:19]1)[C:40]1[CH:45]=[CH:44][CH:43]=[CH:42][CH:41]=1, predict the reactants needed to synthesize it. The reactants are: [CH3:1][O:2][C:3]1[N:4]=[C:5]2[C:10](=[CH:11][CH:12]=1)[N:9]=[CH:8][CH:7]=[C:6]2[N:13]1[CH:21]=[C:20]2[C:15]([CH2:16][CH2:17][CH:18]([NH:22][CH2:23][C:24]3[CH:25]=[CH:26][C:27]4[S:32][CH2:31][C:30](=[O:33])[NH:29][C:28]=4[CH:34]=3)[CH2:19]2)=[N:14]1.ClC(Cl)C.[CH:39](=O)[C:40]1[CH:45]=[CH:44][CH:43]=[CH:42][CH:41]=1.[BH-](OC(C)=O)(OC(C)=O)OC(C)=O.[Na+].[BH4-].[Na+].